From a dataset of Catalyst prediction with 721,799 reactions and 888 catalyst types from USPTO. Predict which catalyst facilitates the given reaction. (1) Reactant: Cl[CH2:2][C:3]([O:5][CH2:6][C:7]([O:9][C@H:10]([CH2:39][N:40]([S:45]([C:48]1[CH:56]=[CH:55][C:51]2[O:52][CH2:53][O:54][C:50]=2[CH:49]=1)(=[O:47])=[O:46])[CH2:41][CH:42]([CH3:44])[CH3:43])[C@@H:11]([NH:27][C:28]([O:30][C@@H:31]1[C@H:38]2[C@H:34]([O:35][CH2:36][CH2:37]2)[O:33][CH2:32]1)=[O:29])[CH2:12][C:13]1[CH:18]=[CH:17][C:16]([O:19][CH2:20][C:21]2[N:22]=[C:23]([CH3:26])[S:24][CH:25]=2)=[CH:15][CH:14]=1)=[O:8])=[O:4].[CH3:57][O:58][CH2:59][CH2:60][NH:61][CH3:62]. Product: [NH3:22].[CH3:3][OH:4].[CH3:57][O:58][CH2:59][CH2:60][N:61]([CH3:62])[CH2:2][C:3]([O:5][CH2:6][C:7]([O:9][C@H:10]([CH2:39][N:40]([S:45]([C:48]1[CH:56]=[CH:55][C:51]2[O:52][CH2:53][O:54][C:50]=2[CH:49]=1)(=[O:47])=[O:46])[CH2:41][CH:42]([CH3:44])[CH3:43])[C@@H:11]([NH:27][C:28]([O:30][C@@H:31]1[C@H:38]2[C@H:34]([O:35][CH2:36][CH2:37]2)[O:33][CH2:32]1)=[O:29])[CH2:12][C:13]1[CH:18]=[CH:17][C:16]([O:19][CH2:20][C:21]2[N:22]=[C:23]([CH3:26])[S:24][CH:25]=2)=[CH:15][CH:14]=1)=[O:8])=[O:4]. The catalyst class is: 35. (2) The catalyst class is: 4. Product: [C:19]([O:23][C:24]([N:26]1[CH2:27][CH2:28][CH:29]([NH:32][C:33]2[CH:38]=[CH:37][C:36]([NH:39][C:12]([C:10]3[N:11]=[C:7]([C:1]4[CH:2]=[CH:3][CH:4]=[CH:5][CH:6]=4)[O:8][C:9]=3[C:15]([F:18])([F:17])[F:16])=[O:14])=[CH:35][N:34]=2)[CH2:30][CH2:31]1)=[O:25])([CH3:22])([CH3:20])[CH3:21]. Reactant: [C:1]1([C:7]2[O:8][C:9]([C:15]([F:18])([F:17])[F:16])=[C:10]([C:12]([OH:14])=O)[N:11]=2)[CH:6]=[CH:5][CH:4]=[CH:3][CH:2]=1.[C:19]([O:23][C:24]([N:26]1[CH2:31][CH2:30][CH:29]([NH:32][C:33]2[CH:38]=[CH:37][C:36]([NH2:39])=[CH:35][N:34]=2)[CH2:28][CH2:27]1)=[O:25])([CH3:22])([CH3:21])[CH3:20].F[P-](F)(F)(F)(F)F.Br[P+](N1CCCC1)(N1CCCC1)N1CCCC1.C(N(C(C)C)CC)(C)C.